From a dataset of Peptide-MHC class II binding affinity with 134,281 pairs from IEDB. Regression. Given a peptide amino acid sequence and an MHC pseudo amino acid sequence, predict their binding affinity value. This is MHC class II binding data. (1) The peptide sequence is SLKTALTGAMRVTKD. The MHC is DRB1_1101 with pseudo-sequence DRB1_1101. The binding affinity (normalized) is 0.346. (2) The peptide sequence is LRLSSLMPCQAPRKS. The MHC is DRB1_1101 with pseudo-sequence DRB1_1101. The binding affinity (normalized) is 0.797. (3) The peptide sequence is GMFTNRSGSQ. The MHC is H-2-IAb with pseudo-sequence H-2-IAb. The binding affinity (normalized) is 0. (4) The peptide sequence is GELQILDKIDAAFKI. The MHC is DRB1_0404 with pseudo-sequence DRB1_0404. The binding affinity (normalized) is 0.584.